Dataset: CYP2C9 inhibition data for predicting drug metabolism from PubChem BioAssay. Task: Regression/Classification. Given a drug SMILES string, predict its absorption, distribution, metabolism, or excretion properties. Task type varies by dataset: regression for continuous measurements (e.g., permeability, clearance, half-life) or binary classification for categorical outcomes (e.g., BBB penetration, CYP inhibition). Dataset: cyp2c9_veith. (1) The drug is N[C@@H](Cc1cc(Br)c(O)c(Br)c1)C(=O)O. The result is 0 (non-inhibitor). (2) The compound is Cc1cnc(CNc2ncnc3ccc(-c4ccccc4Cl)cc23)cn1. The result is 0 (non-inhibitor). (3) The drug is CC1CCc2cccc3c2N1c1cc(C#N)c(C#N)cc1O3. The result is 1 (inhibitor). (4) The result is 1 (inhibitor). The compound is O=C1CCCC2=C1C(c1ccc(OS(=O)(=O)c3ccc(Cl)cc3)cc1)C1=C(CCCC1=O)O2. (5) The drug is Cc1cccc(C(=O)NC2CCN(C(=O)N3CCOCC3)CC2)c1. The result is 0 (non-inhibitor).